From a dataset of Full USPTO retrosynthesis dataset with 1.9M reactions from patents (1976-2016). Predict the reactants needed to synthesize the given product. (1) Given the product [C:1]1([CH:7]([O:14][C:15]([C:17]2[N:18]3[CH:21]([S:22][CH2:23][C:24]=2[CH2:25][I:32])[CH:20]([NH:27][C:28](=[O:30])[CH3:29])[C:19]3=[O:31])=[O:16])[C:8]2[CH:13]=[CH:12][CH:11]=[CH:10][CH:9]=2)[CH:6]=[CH:5][CH:4]=[CH:3][CH:2]=1, predict the reactants needed to synthesize it. The reactants are: [C:1]1([CH:7]([O:14][C:15]([C:17]2[N:18]3[CH:21]([S:22][CH2:23][C:24]=2[CH2:25]Cl)[CH:20]([NH:27][C:28](=[O:30])[CH3:29])[C:19]3=[O:31])=[O:16])[C:8]2[CH:13]=[CH:12][CH:11]=[CH:10][CH:9]=2)[CH:6]=[CH:5][CH:4]=[CH:3][CH:2]=1.[I-:32].[Na+]. (2) The reactants are: C[O:2][C:3]([C:5]1[S:6][C:7]([C:20]2[CH:21]=[N:22][CH:23]=[CH:24][CH:25]=2)=[CH:8][C:9]=1[O:10][CH:11]([C:13]1[CH:18]=[CH:17][CH:16]=[CH:15][C:14]=1[Cl:19])[CH3:12])=O.[NH3:26]. Given the product [Cl:19][C:14]1[CH:15]=[CH:16][CH:17]=[CH:18][C:13]=1[CH:11]([O:10][C:9]1[CH:8]=[C:7]([C:20]2[CH:21]=[N:22][CH:23]=[CH:24][CH:25]=2)[S:6][C:5]=1[C:3]([NH2:26])=[O:2])[CH3:12], predict the reactants needed to synthesize it. (3) Given the product [C:14]1([C:2]2[CH:3]=[CH:4][C:5]3[N:6]([C:8]([C@@H:11]([OH:13])[CH3:12])=[N:9][N:10]=3)[N:7]=2)[CH:19]=[CH:18][CH:17]=[CH:16][CH:15]=1, predict the reactants needed to synthesize it. The reactants are: Cl[C:2]1[CH:3]=[CH:4][C:5]2[N:6]([C:8]([C@@H:11]([OH:13])[CH3:12])=[N:9][N:10]=2)[N:7]=1.[C:14]1(B(O)O)[CH:19]=[CH:18][CH:17]=[CH:16][CH:15]=1.C([O-])([O-])=O.[K+].[K+].O1CCOCC1. (4) The reactants are: [NH2:1][CH2:2][C@H:3]1[C@H:9]([C:10]2[CH:15]=[CH:14][C:13]([Cl:16])=[C:12]([F:17])[CH:11]=2)[O:8][CH2:7][CH2:6][N:5]([C:18]([O:20][C:21]([CH3:24])([CH3:23])[CH3:22])=[O:19])[CH2:4]1.[CH3:25][CH:26]([O:28][CH2:29][C:30](O)=[O:31])[CH3:27].N1(O)C2C=CC=CC=2N=N1.Cl.CN(C)CCCN=C=NCC. Given the product [Cl:16][C:13]1[CH:14]=[CH:15][C:10]([C@@H:9]2[O:8][CH2:7][CH2:6][N:5]([C:18]([O:20][C:21]([CH3:24])([CH3:23])[CH3:22])=[O:19])[CH2:4][C@H:3]2[CH2:2][NH:1][C:30](=[O:31])[CH2:29][O:28][CH:26]([CH3:27])[CH3:25])=[CH:11][C:12]=1[F:17], predict the reactants needed to synthesize it. (5) Given the product [F:23][CH:2]([F:1])[O:3][C:4]1[CH:9]=[CH:8][C:7]([C:10]2[CH:11]=[C:12]3[C:16](=[CH:17][CH:18]=2)[C:15](=[O:19])[O:14][CH2:13]3)=[C:6]([O:20][CH2:31][C:32]([CH3:36])([CH3:35])[CH2:33][OH:34])[C:5]=1[O:21][CH3:22], predict the reactants needed to synthesize it. The reactants are: [F:1][CH:2]([F:23])[O:3][C:4]1[CH:9]=[CH:8][C:7]([C:10]2[CH:11]=[C:12]3[C:16](=[CH:17][CH:18]=2)[C:15](=[O:19])[O:14][CH2:13]3)=[C:6]([OH:20])[C:5]=1[O:21][CH3:22].C(=O)([O-])[O-].[K+].[K+].Br[CH2:31][C:32]([CH3:36])([CH3:35])[CH2:33][OH:34]. (6) Given the product [Cl:1][C:2]1[CH:7]=[CH:6][CH:5]=[CH:4][C:3]=1[C:8]1[C:16]2[C:11](=[CH:12][C:13]([NH2:17])=[CH:14][CH:15]=2)[NH:10][N:9]=1, predict the reactants needed to synthesize it. The reactants are: [Cl:1][C:2]1[CH:7]=[CH:6][CH:5]=[CH:4][C:3]=1[C:8]1[C:16]2[C:11](=[CH:12][C:13]([N+:17]([O-])=O)=[CH:14][CH:15]=2)[NH:10][N:9]=1.[NH4+].[Cl-]. (7) Given the product [Cl:24][C:21]1[CH:22]=[N:23][C:2]2[N:19]=[C:7]([CH2:8][CH2:9][CH2:10][CH2:11][C:12]3[CH:17]=[CH:16][C:15]([F:18])=[CH:14][CH:13]=3)[NH:6][C:4](=[O:5])[C:3]=2[CH:20]=1, predict the reactants needed to synthesize it. The reactants are: Cl[C:2]1[N:23]=[CH:22][C:21]([Cl:24])=[CH:20][C:3]=1[C:4]([NH:6][C:7](=[NH:19])[CH2:8][CH2:9][CH2:10][CH2:11][C:12]1[CH:17]=[CH:16][C:15]([F:18])=[CH:14][CH:13]=1)=[O:5].CC([O-])(C)C.[K+]. (8) Given the product [Cl:9][C:7]1[S:6][C:5]([C:10]2[CH:15]=[CH:14][C:13]([C:16]3[CH:17]=[CH:18][C:19]([C:22]4([C:25]([OH:27])=[O:26])[CH2:24][CH2:23]4)=[CH:20][CH:21]=3)=[CH:12][CH:11]=2)=[C:4]([NH:28][C:33]([O:62][CH:60]([C:58]2[CH:57]=[N:56][S:55][CH:59]=2)[CH3:61])=[O:37])[CH:8]=1, predict the reactants needed to synthesize it. The reactants are: C([C:4]1[CH:8]=[C:7]([Cl:9])[S:6][C:5]=1[C:10]1[CH:15]=[CH:14][C:13]([C:16]2[CH:21]=[CH:20][C:19]([C:22]3([C:25]([OH:27])=[O:26])[CH2:24][CH2:23]3)=[CH:18][CH:17]=2)=[CH:12][CH:11]=1)(=O)N.[N:28]1[CH:33]=CC=CC=1.FC(F)(F)C(OI(C1C=CC=CC=1)OC(=O)C(F)(F)F)=[O:37].[S:55]1[CH:59]=[C:58]([CH:60]([OH:62])[CH3:61])[CH:57]=[N:56]1. (9) Given the product [CH3:45][N:46]([CH3:56])[CH2:47][CH2:48][O:49][CH:50]1[CH2:55][CH2:54][N:53]([C:2]2[CH:11]=[C:10]([C:12]([NH:14][CH2:15][C@H:16]3[CH2:17][CH2:18][C@H:19]([CH2:22][NH:23][C:24](=[O:30])[O:25][C:26]([CH3:29])([CH3:27])[CH3:28])[CH2:20][CH2:21]3)=[O:13])[C:9]3[C:4](=[CH:5][CH:6]=[CH:7][CH:8]=3)[N:3]=2)[CH2:52][CH2:51]1, predict the reactants needed to synthesize it. The reactants are: Cl[C:2]1[CH:11]=[C:10]([C:12]([NH:14][CH2:15][C@H:16]2[CH2:21][CH2:20][C@H:19]([CH2:22][NH:23][C:24](=[O:30])[O:25][C:26]([CH3:29])([CH3:28])[CH3:27])[CH2:18][CH2:17]2)=[O:13])[C:9]2[C:4](=[CH:5][CH:6]=[CH:7][CH:8]=2)[N:3]=1.FC(F)(F)C(O)=O.FC(F)(F)C(O)=O.[CH3:45][N:46]([CH3:56])[CH2:47][CH2:48][O:49][CH:50]1[CH2:55][CH2:54][NH:53][CH2:52][CH2:51]1.C([O-])([O-])=O.[K+].[K+].